Dataset: Catalyst prediction with 721,799 reactions and 888 catalyst types from USPTO. Task: Predict which catalyst facilitates the given reaction. Product: [CH3:22][S:23]([O:12][C@@H:10]([CH3:11])[CH2:9][O:8][CH2:1][C:2]1[CH:7]=[CH:6][CH:5]=[CH:4][CH:3]=1)(=[O:25])=[O:24]. Reactant: [CH2:1]([O:8][CH2:9][C@@H:10]([OH:12])[CH3:11])[C:2]1[CH:7]=[CH:6][CH:5]=[CH:4][CH:3]=1.C(N(C(C)C)CC)(C)C.[CH3:22][S:23](Cl)(=[O:25])=[O:24]. The catalyst class is: 11.